This data is from Reaction yield outcomes from USPTO patents with 853,638 reactions. The task is: Predict the reaction yield, written as a fraction of the theoretical maximum amount of product (1.0 means a 100% yield; for example, 0.34 means a 34% yield). (1) The reactants are [NH2:1][C:2]1[C:11]2[C:6](=[CH:7][CH:8]=[C:9]([C:12]([NH:14][C:15]3[CH:22]=[CH:21][C:18]([CH2:19][NH2:20])=[CH:17][CH:16]=3)=[O:13])[CH:10]=2)[N:5]=[C:4]([CH3:23])[CH:3]=1.[NH2:24][C:25]1[N:30]=[C:29](Cl)[CH:28]=[C:27]([CH3:32])[N:26]=1.C(N(C(C)C)CC)(C)C. The catalyst is CN(C=O)C. The product is [NH2:24][C:25]1[N:30]=[C:29]([NH:20][CH2:19][C:18]2[CH:21]=[CH:22][C:15]([NH:14][C:12]([C:9]3[CH:10]=[C:11]4[C:6](=[CH:7][CH:8]=3)[N:5]=[C:4]([CH3:23])[CH:3]=[C:2]4[NH2:1])=[O:13])=[CH:16][CH:17]=2)[CH:28]=[C:27]([CH3:32])[N:26]=1. The yield is 0.510. (2) The reactants are [Br:1][C:2]1[CH:3]=[C:4]2[C:10](I)=[N:9][N:8]([CH2:12][O:13][CH2:14][CH2:15][O:16][CH3:17])[C:5]2=[N:6][CH:7]=1.[CH3:18][O:19][C:20]1[CH:25]=[CH:24][CH:23]=[CH:22][C:21]=1B(O)O.C(=O)([O-])[O-].[Na+].[Na+].C(OCC)(=O)C. The catalyst is C(#N)C.[Cl-].[Na+].O. The product is [Br:1][C:2]1[CH:3]=[C:4]2[C:10]([C:21]3[CH:22]=[CH:23][CH:24]=[CH:25][C:20]=3[O:19][CH3:18])=[N:9][N:8]([CH2:12][O:13][CH2:14][CH2:15][O:16][CH3:17])[C:5]2=[N:6][CH:7]=1. The yield is 0.460. (3) The catalyst is C1COCC1.O. The yield is 0.870. The product is [Cl:1][C:2]1[N:10]=[CH:9][CH:8]=[CH:7][C:3]=1[C:4]([N:18]([O:19][CH3:20])[CH3:17])=[O:5]. The reactants are [Cl:1][C:2]1[N:10]=[CH:9][CH:8]=[CH:7][C:3]=1[C:4](Cl)=[O:5].C(=O)(O)[O-].[Na+].Cl.[CH3:17][NH:18][O:19][CH3:20].Cl. (4) The reactants are [C:1]([O:5][C:6]([N:8]1[CH2:12][C@H:11]([F:13])[CH2:10][C@H:9]1[C:14]([OH:16])=O)=[O:7])([CH3:4])([CH3:3])[CH3:2].CCN(C(C)C)C(C)C.CN(C(ON1N=NC2C=CC=NC1=2)=[N+](C)C)C.F[P-](F)(F)(F)(F)F.[CH3:50][O:51][C:52]1[C:53]([CH2:68][NH2:69])=[CH:54][C:55]([C:58]2[CH:59]=[N:60][C:61]([C:64]([F:67])([F:66])[F:65])=[N:62][CH:63]=2)=[N:56][CH:57]=1. The catalyst is CN(C)C=O.O. The product is [F:13][C@H:11]1[CH2:12][N:8]([C:6]([O:5][C:1]([CH3:2])([CH3:3])[CH3:4])=[O:7])[C@H:9]([C:14](=[O:16])[NH:69][CH2:68][C:53]2[C:52]([O:51][CH3:50])=[CH:57][N:56]=[C:55]([C:58]3[CH:63]=[N:62][C:61]([C:64]([F:67])([F:66])[F:65])=[N:60][CH:59]=3)[CH:54]=2)[CH2:10]1. The yield is 0.850. (5) The reactants are [CH:1]([C:3]1[CH:12]=[CH:11][C:6]([C:7]([O:9][CH3:10])=[O:8])=[CH:5][CH:4]=1)=O.C(O)(=O)[CH2:14][C:15]([OH:17])=[O:16].N1CCCCC1. The catalyst is N1C=CC=CC=1. The product is [CH3:10][O:9][C:7]([C:6]1[CH:11]=[CH:12][C:3](/[CH:1]=[CH:14]/[C:15]([OH:17])=[O:16])=[CH:4][CH:5]=1)=[O:8]. The yield is 0.970. (6) The reactants are [C:1]([CH2:3][NH:4][C:5]([NH:7][CH2:8][CH3:9])=[O:6])#[N:2].CC(C)([O-])C.[K+].[F:16][C:17]([F:42])([F:41])[C:18]1[CH:36]=[C:35]([C:37]([F:40])([F:39])[F:38])[CH:34]=[CH:33][C:19]=1[CH2:20][O:21][C:22]1[CH:29]=[CH:28][C:25]([CH:26]=O)=[CH:24][C:23]=1[O:30][CH2:31][CH3:32]. The catalyst is C(O)C. The product is [F:16][C:17]([F:41])([F:42])[C:18]1[CH:36]=[C:35]([C:37]([F:40])([F:39])[F:38])[CH:34]=[CH:33][C:19]=1[CH2:20][O:21][C:22]1[CH:29]=[CH:28][C:25](/[CH:26]=[C:3]2\[NH:4][C:5](=[O:6])[N:7]([CH2:8][CH3:9])[C:1]\2=[NH:2])=[CH:24][C:23]=1[O:30][CH2:31][CH3:32]. The yield is 0.760. (7) The reactants are [NH2:1][C:2]1[CH:7]=[CH:6][C:5]([N:8]2[CH:13]=[CH:12][C:11](=[O:14])[CH2:10][CH2:9]2)=[C:4]([F:15])[CH:3]=1.[CH2:16]([O:18][C:19]([C@H:21]1[CH2:23][O:22]1)=[O:20])[CH3:17].[O-]S(C(F)(F)F)(=O)=O.[Li+]. The catalyst is C(#N)C. The product is [CH2:16]([O:18][C:19](=[O:20])[C@H:21]([OH:22])[CH2:23][NH:1][C:2]1[CH:7]=[CH:6][C:5]([N:8]2[CH:9]=[CH:10][C:11](=[O:14])[CH2:12][CH2:13]2)=[C:4]([F:15])[CH:3]=1)[CH3:17]. The yield is 0.450. (8) The reactants are C(O[C:6]([NH:8][C@@H:9]([CH2:13][CH:14]1[CH2:19][CH2:18][CH2:17][CH2:16][CH2:15]1)[C:10]([OH:12])=O)=[O:7])(C)(C)C.C(OC(NC(C(C)(C)C)C(O)=O)=O)(C)(C)C.[NH2:36][C@H:37]1[C:45]2[C:40](=[CH:41][CH:42]=[CH:43][CH:44]=2)[CH2:39][C@H:38]1[OH:46].C(OC(=O)NC(C(=O)NC1C2C(=CC=CC=2)CC1O)C(C)(C)C)(C)(C)C.ClNC(=O)[O-].C([O:80][C:81]([C:83]1([NH:88][C:89]([CH:91]2[CH2:95][CH:94]([O:96][C:97]3[C:106]4[C:101](=[CH:102][C:103]([O:107][CH3:108])=[CH:104][CH:105]=4)[N:100]=[C:99]([C:109]4[CH:114]=[CH:113][CH:112]=[CH:111][CH:110]=4)[CH:98]=3)[CH2:93][N:92]2C(=O)NC(C(=O)NC2C3C(=CC=CC=3)CC2O)C(C)(C)C)=[O:90])[CH2:85][CH:84]1[CH:86]=[CH2:87])=[O:82])C. No catalyst specified. The product is [CH:14]1([CH2:13][C@H:9]([NH:8][C:6]([N:92]2[CH2:93][C@H:94]([O:96][C:97]3[C:106]4[C:101](=[CH:102][C:103]([O:107][CH3:108])=[CH:104][CH:105]=4)[N:100]=[C:99]([C:109]4[CH:114]=[CH:113][CH:112]=[CH:111][CH:110]=4)[CH:98]=3)[CH2:95][C@H:91]2[C:89]([NH:88][C@:83]2([C:81]([OH:82])=[O:80])[CH2:85][C@H:84]2[CH:86]=[CH2:87])=[O:90])=[O:7])[C:10](=[O:12])[NH:36][C@H:37]2[C:45]3[C:40](=[CH:41][CH:42]=[CH:43][CH:44]=3)[CH2:39][C@H:38]2[OH:46])[CH2:15][CH2:16][CH2:17][CH2:18][CH2:19]1. The yield is 0.250.